From a dataset of Forward reaction prediction with 1.9M reactions from USPTO patents (1976-2016). Predict the product of the given reaction. (1) The product is: [CH2:1]([O:8][C:9](=[O:34])[CH2:10][O:11][C:12]1[C:20]2[CH:21]=[CH:22][CH:23]=[CH:24][C:19]=2[CH:18]=[C:17]2[C:13]=1[C:14]([C:58](=[O:61])[C:69]([NH2:42])=[O:68])=[C:15]([CH2:32][CH3:33])[N:16]2[CH2:25][C:26]1[CH:27]=[CH:28][CH:29]=[CH:30][CH:31]=1)[C:2]1[CH:7]=[CH:6][CH:5]=[CH:4][CH:3]=1. Given the reactants [CH2:1]([O:8][C:9](=[O:34])[CH2:10][O:11][C:12]1[C:20]2[CH:21]=[CH:22][CH:23]=[CH:24][C:19]=2[CH:18]=[C:17]2[C:13]=1[CH:14]=[C:15]([CH2:32][CH3:33])[N:16]2[CH2:25][C:26]1[CH:31]=[CH:30][CH:29]=[CH:28][CH:27]=1)[C:2]1[CH:7]=[CH:6][CH:5]=[CH:4][CH:3]=1.C([N:42]1C2CC3C=CC=CC=3C(=O)C=2C=C1CC)C1C=CC=CC=1.[C:58](=[O:61])([O-])[O-].[Cs+].[Cs+].BrCC([O:68][CH2:69]C)=O, predict the reaction product. (2) Given the reactants [CH3:1][S:2]([C:4]1[N:9]=[CH:8][C:7]2=[CH:10][CH:11]=[C:12]([C:13]3[CH:18]=[CH:17][CH:16]=[CH:15][C:14]=3[OH:19])[N:6]2[N:5]=1)=[O:3].Br[CH2:21][C:22]([NH2:24])=[O:23].C(=O)([O-])[O-].[K+].[K+].C(#N)C, predict the reaction product. The product is: [CH3:1][S:2]([C:4]1[N:9]=[CH:8][C:7]2=[CH:10][CH:11]=[C:12]([C:13]3[CH:18]=[CH:17][CH:16]=[CH:15][C:14]=3[O:19][CH2:21][C:22]([NH2:24])=[O:23])[N:6]2[N:5]=1)=[O:3]. (3) Given the reactants Br[C:2]1[CH:3]=[C:4]([CH:16]=[C:17]([N:19]2[CH2:23][CH2:22][CH2:21][C@@H:20]2[CH2:24][OH:25])[CH:18]=1)[C:5]([NH:7][CH2:8][C:9]1[CH:10]=[N:11][C:12]([CH3:15])=[CH:13][CH:14]=1)=[O:6].[CH3:26][C:27]1[CH:28]=[CH:29][C:30]([Sn](CCCC)(CCCC)CCCC)=[N:31][CH:32]=1.C1(C)C=CC=CC=1, predict the reaction product. The product is: [OH:25][CH2:24][C@H:20]1[CH2:21][CH2:22][CH2:23][N:19]1[C:17]1[CH:16]=[C:4]([CH:3]=[C:2]([C:30]2[CH:29]=[CH:28][C:27]([CH3:26])=[CH:32][N:31]=2)[CH:18]=1)[C:5]([NH:7][CH2:8][C:9]1[CH:10]=[N:11][C:12]([CH3:15])=[CH:13][CH:14]=1)=[O:6]. (4) Given the reactants [CH2:1]([C@H:3]([NH:10][C:11]([C:13]1[C:22]2[C:17](=[CH:18][CH:19]=[CH:20][CH:21]=2)[N:16]=[C:15]([C:23]2[CH:28]=[CH:27][CH:26]=[CH:25][CH:24]=2)[C:14]=1[CH2:29][N:30]1[CH2:39][CH2:38][C:33]2(OCC[O:34]2)[CH2:32][CH2:31]1)=[O:12])[C:4]1[CH:9]=[CH:8][CH:7]=[CH:6][CH:5]=1)[CH3:2].[OH-].[Na+], predict the reaction product. The product is: [CH2:1]([C@H:3]([NH:10][C:11]([C:13]1[C:22]2[C:17](=[CH:18][CH:19]=[CH:20][CH:21]=2)[N:16]=[C:15]([C:23]2[CH:24]=[CH:25][CH:26]=[CH:27][CH:28]=2)[C:14]=1[CH2:29][N:30]1[CH2:31][CH2:32][C:33](=[O:34])[CH2:38][CH2:39]1)=[O:12])[C:4]1[CH:5]=[CH:6][CH:7]=[CH:8][CH:9]=1)[CH3:2]. (5) The product is: [CH3:2][O:3][C:4]1[CH:9]=[CH:8][C:7]([S:10][CH2:11][CH2:12][NH:13][C:15](=[O:16])[O:17][CH3:18])=[CH:6][CH:5]=1. Given the reactants Cl.[CH3:2][O:3][C:4]1[CH:9]=[CH:8][C:7]([S:10][CH2:11][CH2:12][NH2:13])=[CH:6][CH:5]=1.Cl[C:15]([O:17][CH3:18])=[O:16].C(N(CC)CC)C, predict the reaction product. (6) Given the reactants Cl.[Cl:2][C:3]1[CH:8]=[C:7]([Cl:9])[CH:6]=[CH:5][C:4]=1[C:10]1[N:11]=[C:12]([N:15]2[CH2:20][CH2:19][N:18](C(OC(C)(C)C)=O)[CH2:17][CH2:16]2)[S:13][CH:14]=1, predict the reaction product. The product is: [Cl:2][C:3]1[CH:8]=[C:7]([Cl:9])[CH:6]=[CH:5][C:4]=1[C:10]1[N:11]=[C:12]([N:15]2[CH2:16][CH2:17][NH:18][CH2:19][CH2:20]2)[S:13][CH:14]=1. (7) Given the reactants Br[C:2]1[CH:3]=[C:4]2[C:12](=[CH:13][CH:14]=1)[O:11][C:7]1([CH2:10][CH2:9][CH2:8]1)[CH2:6][CH2:5]2.C([Li])CCC.[CH3:20][O:21][C:22]1[CH:29]=[CH:28][C:27]([C:30]2([OH:69])[C@H:35]([O:36][CH2:37][C:38]3[CH:43]=[CH:42][CH:41]=[CH:40][CH:39]=3)[C@@H:34]([O:44][CH2:45][C:46]3[CH:51]=[CH:50][CH:49]=[CH:48][CH:47]=3)[C@H:33]([O:52][CH2:53][C:54]3[CH:59]=[CH:58][CH:57]=[CH:56][CH:55]=3)[C@@H:32]([CH2:60][O:61][CH2:62][C:63]3[CH:68]=[CH:67][CH:66]=[CH:65][CH:64]=3)[O:31]2)=[CH:26][C:23]=1[CH:24]=[O:25], predict the reaction product. The product is: [CH3:20][O:21][C:22]1[CH:29]=[CH:28][C:27]([C:30]2([OH:69])[C@H:35]([O:36][CH2:37][C:38]3[CH:39]=[CH:40][CH:41]=[CH:42][CH:43]=3)[C@@H:34]([O:44][CH2:45][C:46]3[CH:51]=[CH:50][CH:49]=[CH:48][CH:47]=3)[C@H:33]([O:52][CH2:53][C:54]3[CH:55]=[CH:56][CH:57]=[CH:58][CH:59]=3)[C@@H:32]([CH2:60][O:61][CH2:62][C:63]3[CH:64]=[CH:65][CH:66]=[CH:67][CH:68]=3)[O:31]2)=[CH:26][C:23]=1[C:24]([C:2]1[CH:3]=[C:4]2[C:12](=[CH:13][CH:14]=1)[O:11][C:7]1([CH2:10][CH2:9][CH2:8]1)[CH2:6][CH2:5]2)=[O:25]. (8) The product is: [C:58]([O:57][C:55]([N:52]1[CH2:51][CH2:50][CH:49]([CH2:48][CH:45]([CH2:7][Br:11])[CH2:44][CH:41]2[CH2:42][CH2:43][N:38]([C:36]([O:35][C:31]([CH3:34])([CH3:33])[CH3:32])=[O:37])[CH2:39][CH2:40]2)[CH2:54][CH2:53]1)=[O:56])([CH3:61])([CH3:60])[CH3:59]. Given the reactants N1C=CC=CC=1.[C:7]([Br:11])(Br)(Br)Br.C1(P(C2C=CC=CC=2)C2C=CC=CC=2)C=CC=CC=1.[C:31]([O:35][C:36]([N:38]1[CH2:43][CH2:42][CH:41]([CH2:44][CH:45]([CH2:48][CH:49]2[CH2:54][CH2:53][N:52]([C:55]([O:57][C:58]([CH3:61])([CH3:60])[CH3:59])=[O:56])[CH2:51][CH2:50]2)CO)[CH2:40][CH2:39]1)=[O:37])([CH3:34])([CH3:33])[CH3:32], predict the reaction product. (9) Given the reactants [O:1]1[C:5]2[CH:6]=[CH:7][C:8]([C:10]([O:12]C)=O)=[CH:9][C:4]=2[O:3][CH2:2]1.[Li+].C[Si]([N-][Si](C)(C)C)(C)C.[Cl:24][C:25]1[N:30]=[C:29]([CH3:31])[CH:28]=[CH:27][N:26]=1, predict the reaction product. The product is: [O:1]1[C:5]2[CH:6]=[CH:7][C:8]([C:10](=[O:12])[CH2:31][C:29]3[CH:28]=[CH:27][N:26]=[C:25]([Cl:24])[N:30]=3)=[CH:9][C:4]=2[O:3][CH2:2]1. (10) Given the reactants Br[CH2:2][CH2:3][CH:4]([CH3:6])[CH3:5].[N+:7]([C:10]1[CH:15]=[CH:14][C:13]([OH:16])=[CH:12][CH:11]=1)([O-:9])=[O:8].C(=O)([O-])[O-].[K+].[K+], predict the reaction product. The product is: [CH3:5][CH:4]([CH3:6])[CH2:3][CH2:2][O:16][C:13]1[CH:14]=[CH:15][C:10]([N+:7]([O-:9])=[O:8])=[CH:11][CH:12]=1.